The task is: Regression. Given a peptide amino acid sequence and an MHC pseudo amino acid sequence, predict their binding affinity value. This is MHC class II binding data.. This data is from Peptide-MHC class II binding affinity with 134,281 pairs from IEDB. (1) The peptide sequence is LNYRPLLPKDRRMII. The MHC is HLA-DPA10103-DPB10401 with pseudo-sequence HLA-DPA10103-DPB10401. The binding affinity (normalized) is 0. (2) The peptide sequence is KEVSGVKGFTLGRDG. The MHC is DRB4_0103 with pseudo-sequence DRB4_0103. The binding affinity (normalized) is 0.374.